From a dataset of Forward reaction prediction with 1.9M reactions from USPTO patents (1976-2016). Predict the product of the given reaction. (1) Given the reactants Cl.[CH:2]1([CH2:5][O:6][C:7]2[CH:12]=[C:11]([F:13])[CH:10]=[CH:9][C:8]=2[C:14]2[C:15]3[NH:22][C:21]([CH3:23])=[C:20]([C:24]([NH:26][CH:27]4[CH2:32][CH2:31][NH:30][CH2:29][CH2:28]4)=[O:25])[C:16]=3[N:17]=[CH:18][N:19]=2)[CH2:4][CH2:3]1.C([O:36][CH2:37][C:38](Cl)=[O:39])(=O)C, predict the reaction product. The product is: [CH:2]1([CH2:5][O:6][C:7]2[CH:12]=[C:11]([F:13])[CH:10]=[CH:9][C:8]=2[C:14]2[C:15]3[NH:22][C:21]([CH3:23])=[C:20]([C:24]([NH:26][CH:27]4[CH2:28][CH2:29][N:30]([C:37](=[O:36])[CH2:38][OH:39])[CH2:31][CH2:32]4)=[O:25])[C:16]=3[N:17]=[CH:18][N:19]=2)[CH2:4][CH2:3]1. (2) Given the reactants CO[Si:3]([CH2:12][CH2:13][CH2:14][CH3:15])([CH2:8][CH2:9][CH2:10][CH3:11])[CH2:4][CH2:5][CH2:6][CH3:7].[C:16]([OH:21])(=[O:20])[C:17]([CH3:19])=[CH2:18].CN(C)C=O.COC1C=CC(O)=CC=1, predict the reaction product. The product is: [C:16]([O:21][Si:3]([CH2:8][CH2:9][CH2:10][CH3:11])([CH2:12][CH2:13][CH2:14][CH3:15])[CH2:4][CH2:5][CH2:6][CH3:7])(=[O:20])[C:17]([CH3:19])=[CH2:18]. (3) Given the reactants COC1C=CC(C[N:8](CC2C=CC(OC)=CC=2)[S:9]([CH2:12][CH2:13][CH:14]=[CH2:15])(=[O:11])=[O:10])=CC=1.[C:27]1(C)C=CC=CC=1.C([Li])CCC.N[C@H](C(O)=O)CCSC, predict the reaction product. The product is: [CH3:27][C@@H:12]([S:9]([NH2:8])(=[O:10])=[O:11])[CH2:13][CH:14]=[CH2:15]. (4) Given the reactants [CH3:1][N:2]1[CH:7]2[CH2:8][CH2:9][CH2:10][CH:3]1[CH2:4][CH:5]([CH2:11][C:12]([C:21]1[CH:26]=[CH:25][CH:24]=[CH:23][C:22]=1[CH3:27])([C:14]1[CH:19]=[CH:18][CH:17]=[CH:16][C:15]=1[CH3:20])O)[CH2:6]2.Cl, predict the reaction product. The product is: [CH3:27][C:22]1[CH:23]=[CH:24][CH:25]=[CH:26][C:21]=1[C:12]([C:14]1[CH:19]=[CH:18][CH:17]=[CH:16][C:15]=1[CH3:20])=[CH:11][CH:5]1[CH2:4][CH:3]2[N:2]([CH3:1])[CH:7]([CH2:8][CH2:9][CH2:10]2)[CH2:6]1.